Dataset: Full USPTO retrosynthesis dataset with 1.9M reactions from patents (1976-2016). Task: Predict the reactants needed to synthesize the given product. Given the product [CH3:1][N:2]1[C:10]2[C:5](=[CH:6][C:7]([CH2:11][NH2:12])=[CH:8][CH:9]=2)[CH:4]=[CH:3]1, predict the reactants needed to synthesize it. The reactants are: [CH3:1][N:2]1[C:10]2[C:5](=[CH:6][C:7]([C:11]#[N:12])=[CH:8][CH:9]=2)[CH:4]=[CH:3]1.